This data is from Full USPTO retrosynthesis dataset with 1.9M reactions from patents (1976-2016). The task is: Predict the reactants needed to synthesize the given product. (1) Given the product [C:3]([O:7][C:8](=[O:18])[NH:9][C@H:10]([CH2:16][O:17][CH3:21])[CH2:11][C:12]([CH3:15])([CH3:14])[CH3:13])([CH3:6])([CH3:4])[CH3:5], predict the reactants needed to synthesize it. The reactants are: [H-].[Na+].[C:3]([O:7][C:8](=[O:18])[NH:9][C@H:10]([CH2:16][OH:17])[CH2:11][C:12]([CH3:15])([CH3:14])[CH3:13])([CH3:6])([CH3:5])[CH3:4].IC.[C:21]([O-])(O)=O.[Na+]. (2) Given the product [NH2:66][C:67]([CH3:105])([CH2:98][C:99]1[CH:100]=[CH:101][CH:102]=[CH:103][CH:104]=1)[CH2:68][O:69][CH2:70][C:71]1[CH:76]=[C:75]([N:77]([CH3:83])[CH2:78][CH:79]2[CH2:81][CH:80]2[CH3:82])[N:74]=[C:73]([N:90]([CH2:95][CH2:96][CH3:97])[S:91]([CH3:94])(=[O:92])=[O:93])[CH:72]=1, predict the reactants needed to synthesize it. The reactants are: C(C(NC(=O)OC(C)(C)C)(C)COCC1C=C(N(S(C)(=O)=O)CCC)N=C(Cl)C=1)C1C=CC=CC=1.CNCC1CC1C.C=O.[BH-](OC(C)=O)(OC(C)=O)OC(C)=O.[Na+].C(O)(C(F)(F)F)=O.[NH2:66][C:67]([CH3:105])([CH2:98][C:99]1[CH:104]=[CH:103][CH:102]=[CH:101][CH:100]=1)[CH2:68][O:69][CH2:70][C:71]1[CH:76]=[C:75]([N:77]([CH2:83]C2C=CC=CC=2)[CH2:78][CH:79]2[CH2:81][CH:80]2[CH3:82])[N:74]=[C:73]([N:90]([CH2:95][CH2:96][CH3:97])[S:91]([CH3:94])(=[O:93])=[O:92])[CH:72]=1. (3) Given the product [F:10][C:11]1[CH:17]=[CH:16][C:14]([NH:15][C:7]([C:3]2[N:2]([CH3:1])[CH:6]=[CH:5][CH:4]=2)=[O:9])=[CH:13][C:12]=1[CH3:18], predict the reactants needed to synthesize it. The reactants are: [CH3:1][N:2]1[CH:6]=[CH:5][CH:4]=[C:3]1[C:7]([OH:9])=O.[F:10][C:11]1[CH:17]=[CH:16][C:14]([NH2:15])=[CH:13][C:12]=1[CH3:18].C(N(CC)C(C)C)(C)C.F[P-](F)(F)(F)(F)F.N1(OC(N(C)C)=[N+](C)C)C2N=CC=CC=2N=N1. (4) Given the product [NH2:8][C@@H:9]([CH2:17][CH2:18][CH:19]([CH2:43][C:42]1[CH:45]=[CH:46][C:39]([C:37]#[N:38])=[C:40]([F:47])[CH:41]=1)[C:20]([OH:22])=[O:21])[C:10]([OH:12])=[O:11], predict the reactants needed to synthesize it. The reactants are: C(OC([NH:8][C@@H:9]([CH2:17][CH2:18][CH2:19][C:20]([O:22]C(C)(C)C)=[O:21])[C:10]([O:12]C(C)(C)C)=[O:11])=O)(C)(C)C.C[Si]([N-][Si](C)(C)C)(C)C.[Li+].[C:37]([C:39]1[CH:46]=[CH:45][C:42]([CH2:43]Br)=[CH:41][C:40]=1[F:47])#[N:38]. (5) Given the product [CH:41]1[C:42]2[CH:43]([CH2:45][O:59][C:57]([NH:14][C:15]([CH2:21][CH2:22][CH2:23][CH:24]=[CH2:25])([CH2:26][CH2:27][CH2:28][CH:29]=[CH2:30])[C:16]([O:18][CH2:19][CH3:20])=[O:17])=[O:60])[C:44]3[C:36](=[CH:35][CH:34]=[CH:33][CH:32]=3)[C:37]=2[CH:38]=[CH:39][CH:40]=1, predict the reactants needed to synthesize it. The reactants are: C1(C(=[N:14][C:15]([CH2:26][CH2:27][CH2:28][CH:29]=[CH2:30])([CH2:21][CH2:22][CH2:23][CH:24]=[CH2:25])[C:16]([O:18][CH2:19][CH3:20])=[O:17])C2C=CC=CC=2)C=CC=CC=1.Cl.[CH:32]1[C:44]2[CH:43]([CH2:45]OC(ON3C(=O)CCC3=O)=O)[C:42]3[C:37](=[CH:38][CH:39]=[CH:40][CH:41]=3)[C:36]=2[CH:35]=[CH:34][CH:33]=1.[C:57](=[O:60])([O-:59])[O-].[Na+].[Na+]. (6) The reactants are: BrC1C(O)=C(C(CS(C2C=CC=C(Cl)C=2)(=O)=O)=CC=1)C(OC)=O.[C:24]1([S:30]([CH2:33][C:34]2[C:39]([C:40]([O:42][CH3:43])=[O:41])=[C:38]([O:44]C)[C:37]([CH2:46][CH3:47])=[CH:36][CH:35]=2)(=[O:32])=[O:31])[CH:29]=[CH:28][CH:27]=[CH:26][CH:25]=1. Given the product [C:24]1([S:30]([CH2:33][C:34]2[C:39]([C:40]([O:42][CH3:43])=[O:41])=[C:38]([OH:44])[C:37]([CH2:46][CH3:47])=[CH:36][CH:35]=2)(=[O:32])=[O:31])[CH:25]=[CH:26][CH:27]=[CH:28][CH:29]=1, predict the reactants needed to synthesize it. (7) Given the product [N+:12]([O-:15])([OH:14])=[O:13].[N+:12]([O-:15])([OH:14])=[O:13].[CH2:3]([NH2:4])[CH2:2][NH2:1].[N+:12]([O-:15])([OH:14])=[O:13].[N+:12]([O-:15])([OH:14])=[O:13].[N+:12]([O-:15])([OH:14])=[O:13].[NH2:1][CH2:2][CH2:3][NH:4][CH2:5][CH2:6][NH2:7], predict the reactants needed to synthesize it. The reactants are: [NH2:1][CH2:2][CH2:3][NH:4][CH2:5][CH2:6][NH2:7].C(N)CN.[N+:12]([O-:15])([OH:14])=[O:13]. (8) Given the product [CH2:1]([N:5]1[C:10]2=[N:11][N:12]([CH2:21][C:22]3[CH:23]=[CH:24][C:25]([CH:28]4[CH2:33][CH2:32][CH2:31][CH2:30][N:29]4[CH3:47])=[CH:26][CH:27]=3)[C:13]([NH:14][C:15]3[CH:20]=[CH:19][CH:18]=[CH:17][CH:16]=3)=[C:9]2[C:8](=[O:34])[N:7]([CH3:35])[C:6]1=[O:36])[CH:2]([CH3:4])[CH3:3], predict the reactants needed to synthesize it. The reactants are: [CH2:1]([N:5]1[C:10]2=[N:11][N:12]([CH2:21][C:22]3[CH:27]=[CH:26][C:25]([CH:28]4[CH2:33][CH2:32][CH2:31][CH2:30][NH:29]4)=[CH:24][CH:23]=3)[C:13]([NH:14][C:15]3[CH:20]=[CH:19][CH:18]=[CH:17][CH:16]=3)=[C:9]2[C:8](=[O:34])[N:7]([CH3:35])[C:6]1=[O:36])[CH:2]([CH3:4])[CH3:3].C=O.S([O-])([O-])(=O)=O.[Na+].[Na+].[BH3-][C:47]#N.[Na+]. (9) Given the product [OH:16][C:11]1[N:9]=[C:7]2[NH:8][C:4]([CH3:10])([CH3:3])[CH2:5][N:6]2[C:13](=[O:14])[CH:12]=1, predict the reactants needed to synthesize it. The reactants are: [Na].[Br-].[CH3:3][C:4]1([CH3:10])[NH:8][C:7]([NH2:9])=[N:6][CH2:5]1.[C:11](OCC)(=[O:16])[CH2:12][C:13]([O-])=[O:14].